From a dataset of Catalyst prediction with 721,799 reactions and 888 catalyst types from USPTO. Predict which catalyst facilitates the given reaction. (1) Reactant: C([N:8]1[CH2:12][CH2:11][CH2:10][C@H:9]1[C:13]([OH:16])([CH3:15])[CH3:14])C1C=CC=CC=1.CC1C=C2N=C3C(=NC(NC3=O)=O)N(C[C@H](O)[C@H](O)[C@H](O)CO)C2=CC=1C.CC([O-])=O. Product: [NH:8]1[CH2:12][CH2:11][CH2:10][C@H:9]1[C:13]([OH:16])([CH3:15])[CH3:14]. The catalyst class is: 5. (2) Reactant: [CH3:1][N:2]1[C:10]2[C:5](=[N:6][CH:7]=[CH:8][CH:9]=2)[NH:4][C:3]1=[O:11].[N:12]([CH2:15][CH2:16][CH2:17][CH2:18][CH2:19][CH3:20])=[C:13]=[O:14]. Product: [CH2:15]([NH:12][C:13]([N:4]1[C:5]2=[N:6][CH:7]=[CH:8][CH:9]=[C:10]2[N:2]([CH3:1])[C:3]1=[O:11])=[O:14])[CH2:16][CH2:17][CH2:18][CH2:19][CH3:20]. The catalyst class is: 12. (3) Reactant: C[O:2][C:3]([C:5]1[N:6]=[C:7]([CH2:21][CH3:22])[N:8]([C:11]2[CH:16]=[CH:15][CH:14]=[CH:13][C:12]=2[C:17]([F:20])([F:19])[F:18])[C:9]=1[CH3:10])=[O:4].[OH-].[Na+]. Product: [CH2:21]([C:7]1[N:8]([C:11]2[CH:16]=[CH:15][CH:14]=[CH:13][C:12]=2[C:17]([F:20])([F:19])[F:18])[C:9]([CH3:10])=[C:5]([C:3]([OH:4])=[O:2])[N:6]=1)[CH3:22]. The catalyst class is: 5. (4) Reactant: [CH2:1]([O:3][CH:4]([O:7][CH2:8][CH3:9])[CH2:5][NH2:6])[CH3:2].C(N(CC)CC)C.[Br:17][C:18]1[CH:26]=[CH:25][C:21]([C:22](Cl)=[O:23])=[CH:20][CH:19]=1. Product: [Br:17][C:18]1[CH:26]=[CH:25][C:21]([C:22]([NH:6][CH2:5][CH:4]([O:7][CH2:8][CH3:9])[O:3][CH2:1][CH3:2])=[O:23])=[CH:20][CH:19]=1. The catalyst class is: 2. (5) Reactant: FC(F)(F)S(O)(=O)=O.COC1C=CC(C[N:16]2[CH:25]=[C:24]3[C:18]([N:19]([CH3:37])[CH2:20][CH2:21][C:22]4[S:28][C:27]([NH:29][C:30]5[N:35]=[C:34]([CH3:36])[CH:33]=[CH:32][N:31]=5)=[N:26][C:23]=43)=[N:17]2)=CC=1. Product: [CH3:37][N:19]1[CH2:20][CH2:21][C:22]2[S:28][C:27]([NH:29][C:30]3[N:35]=[C:34]([CH3:36])[CH:33]=[CH:32][N:31]=3)=[N:26][C:23]=2[C:24]2=[CH:25][NH:16][N:17]=[C:18]12. The catalyst class is: 67. (6) Reactant: [C:1]([CH:5]1[CH2:14][C:13]2[C:8](=[CH:9][C:10]([O:21][CH3:22])=[C:11]([O:15][CH2:16][CH2:17][CH2:18][O:19][CH3:20])[CH:12]=2)[CH:7]=[N:6]1)([CH3:4])([CH3:3])[CH3:2].C(O[CH:26]=[C:27]([C:33](=[O:35])[CH3:34])[C:28]([O:30][CH2:31][CH3:32])=[O:29])C. Product: [C:1]([CH:5]1[N:6]2[CH:7]([CH2:34][C:33](=[O:35])[C:27]([C:28]([O:30][CH2:31][CH3:32])=[O:29])=[CH:26]2)[C:8]2[CH:9]=[C:10]([O:21][CH3:22])[C:11]([O:15][CH2:16][CH2:17][CH2:18][O:19][CH3:20])=[CH:12][C:13]=2[CH2:14]1)([CH3:4])([CH3:2])[CH3:3]. The catalyst class is: 8. (7) Reactant: C([O:3][C:4]([C:6]1[CH:7]=[N:8][C:9]2[C:14]([C:15]=1[Br:16])=[CH:13][C:12]([O:17][CH3:18])=[CH:11][CH:10]=2)=[O:5])C.[OH-].[Na+].CO.C(Cl)Cl.Cl. Product: [Br:16][C:15]1[C:14]2[C:9](=[CH:10][CH:11]=[C:12]([O:17][CH3:18])[CH:13]=2)[N:8]=[CH:7][C:6]=1[C:4]([OH:5])=[O:3]. The catalyst class is: 1.